This data is from Full USPTO retrosynthesis dataset with 1.9M reactions from patents (1976-2016). The task is: Predict the reactants needed to synthesize the given product. Given the product [F:1][C:2]([CH3:30])([CH3:29])[CH2:3][N:4]1[CH2:9][CH2:8][CH:7]([CH:10]2[O:28][C:13]3=[CH:14][N:15]=[C:16]([CH:18]4[CH2:23][CH2:22][N:21]([S:24]([CH3:27])(=[O:26])=[O:25])[CH2:20][CH2:19]4)[CH:17]=[C:12]3[CH2:11]2)[CH2:6][CH2:5]1, predict the reactants needed to synthesize it. The reactants are: [F:1][C:2]([CH3:30])([CH3:29])[CH2:3][N:4]1[CH2:9][CH2:8][CH:7]([CH:10]2[O:28][C:13]3=[CH:14][N:15]=[C:16]([C:18]4[CH2:19][CH2:20][N:21]([S:24]([CH3:27])(=[O:26])=[O:25])[CH2:22][CH:23]=4)[CH:17]=[C:12]3[CH2:11]2)[CH2:6][CH2:5]1.